Dataset: Catalyst prediction with 721,799 reactions and 888 catalyst types from USPTO. Task: Predict which catalyst facilitates the given reaction. (1) Reactant: C(O[C:4]([C:6]1[N:7]=[C:8]([C:26]#[N:27])[C:9]2[C:14]([C:15]=1[OH:16])=[CH:13][CH:12]=[C:11]([O:17][C:18]1[CH:23]=[C:22]([F:24])[CH:21]=[CH:20][C:19]=1[Cl:25])[CH:10]=2)=[O:5])C.[C:28]([O:32][C:33](=[O:39])[C:34]([CH3:38])([CH3:37])[CH2:35][NH2:36])([CH3:31])([CH3:30])[CH3:29]. Product: [C:28]([O:32][C:33](=[O:39])[C:34]([CH3:38])([CH3:37])[CH2:35][NH:36][C:4]([C:6]1[N:7]=[C:8]([C:26]#[N:27])[C:9]2[C:14]([C:15]=1[OH:16])=[CH:13][CH:12]=[C:11]([O:17][C:18]1[CH:23]=[C:22]([F:24])[CH:21]=[CH:20][C:19]=1[Cl:25])[CH:10]=2)=[O:5])([CH3:31])([CH3:29])[CH3:30]. The catalyst class is: 14. (2) Reactant: C(=O)([O-])[O-].[K+].[K+].Cl[CH2:8][CH2:9][CH2:10][C:11]#[N:12].[NH2:13][CH:14]1[C:22]2[C:17](=[CH:18][CH:19]=[CH:20][CH:21]=2)[CH2:16][CH2:15]1. Product: [C:11]([CH2:10][CH2:9][CH2:8][NH:13][CH:14]1[C:22]2[C:17](=[CH:18][CH:19]=[CH:20][CH:21]=2)[CH2:16][CH2:15]1)#[N:12]. The catalyst class is: 10. (3) Reactant: [CH2:1]([CH:8]1[CH2:13][CH2:12][N:11]([CH2:14][CH2:15][C:16]([C:18]2[CH:23]=[CH:22][CH:21]=[C:20]([NH:24][C:25]3[C:34]4[C:29](=[CH:30][CH:31]=[CH:32][CH:33]=4)[N:28]=[C:27]([CH3:35])[CH:26]=3)[CH:19]=2)=[O:17])[CH2:10][CH2:9]1)[C:2]1[CH:7]=[CH:6][CH:5]=[CH:4][CH:3]=1.[H-].[H-].[H-].[H-].[Li+].[Al+3]. Product: [CH2:1]([CH:8]1[CH2:13][CH2:12][N:11]([CH2:14][CH2:15][CH:16]([C:18]2[CH:23]=[CH:22][CH:21]=[C:20]([NH:24][C:25]3[C:34]4[C:29](=[CH:30][CH:31]=[CH:32][CH:33]=4)[N:28]=[C:27]([CH3:35])[CH:26]=3)[CH:19]=2)[OH:17])[CH2:10][CH2:9]1)[C:2]1[CH:3]=[CH:4][CH:5]=[CH:6][CH:7]=1. The catalyst class is: 1. (4) Reactant: [ClH:1].[F:2][C:3]([F:35])([F:34])[C:4]1[CH:5]=[C:6]([C@H:14]([N:16]([CH3:33])[C:17]([C@H:19]2[CH2:24][CH2:23][NH:22][CH2:21][C@@H:20]2[C:25]2[CH:30]=[CH:29][C:28]([F:31])=[CH:27][C:26]=2[CH3:32])=[O:18])[CH3:15])[CH:7]=[C:8]([C:10]([F:13])([F:12])[F:11])[CH:9]=1.I[CH2:37][C:38]([NH2:40])=[O:39].CCN(CC)CC.O. Product: [ClH:1].[NH2:40][C:38](=[O:39])[CH2:37][N:22]1[CH2:23][CH2:24][C@H:19]([C:17]([N:16]([C@@H:14]([C:6]2[CH:7]=[C:8]([C:10]([F:12])([F:13])[F:11])[CH:9]=[C:4]([C:3]([F:2])([F:34])[F:35])[CH:5]=2)[CH3:15])[CH3:33])=[O:18])[C@@H:20]([C:25]2[CH:30]=[CH:29][C:28]([F:31])=[CH:27][C:26]=2[CH3:32])[CH2:21]1. The catalyst class is: 3. (5) Reactant: [C:1]([C:4]1[C:12]2[CH2:11][CH2:10][N:9](C(OC(C)(C)C)=O)[CH2:8][C:7]=2[S:6][C:5]=1[NH:20][C:21]([NH:23][C:24]1[CH:29]=[CH:28][C:27]([Cl:30])=[CH:26][CH:25]=1)=[O:22])(=[O:3])[NH2:2].[C:31]([OH:37])([C:33]([F:36])([F:35])[F:34])=[O:32]. Product: [F:34][C:33]([F:36])([F:35])[C:31]([OH:37])=[O:32].[Cl:30][C:27]1[CH:26]=[CH:25][C:24]([NH:23][C:21](=[O:22])[NH:20][C:5]2[S:6][C:7]3[CH2:8][NH:9][CH2:10][CH2:11][C:12]=3[C:4]=2[C:1]([NH2:2])=[O:3])=[CH:29][CH:28]=1. The catalyst class is: 2.